This data is from Full USPTO retrosynthesis dataset with 1.9M reactions from patents (1976-2016). The task is: Predict the reactants needed to synthesize the given product. (1) Given the product [CH:38]1([CH2:37][N:34]2[CH:35]=[CH:36][C:31]([C:6]3[CH:5]=[CH:4][C:3]([NH:17][CH:18]4[CH2:19][CH2:20][O:21][CH2:22][CH2:23]4)=[C:2]([Cl:1])[CH:7]=3)=[C:32]([C:42]#[N:43])[C:33]2=[O:41])[CH2:39][CH2:40]1, predict the reactants needed to synthesize it. The reactants are: [Cl:1][C:2]1[CH:7]=[C:6](B2OC(C)(C)C(C)(C)O2)[CH:5]=[CH:4][C:3]=1[NH:17][CH:18]1[CH2:23][CH2:22][O:21][CH2:20][CH2:19]1.C([O-])([O-])=O.[Na+].[Na+].Br[C:31]1[CH:36]=[CH:35][N:34]([CH2:37][CH:38]2[CH2:40][CH2:39]2)[C:33](=[O:41])[C:32]=1[C:42]#[N:43]. (2) Given the product [CH3:14][C:15]1[CH:20]=[CH:19][C:18]([S:21]([NH:13][C:10]2[CH:9]=[CH:8][C:7]([C:1]3[CH:2]=[CH:3][CH:4]=[CH:5][CH:6]=3)=[CH:12][N:11]=2)(=[O:23])=[O:22])=[CH:17][CH:16]=1, predict the reactants needed to synthesize it. The reactants are: [C:1]1([C:7]2[CH:8]=[CH:9][C:10]([NH2:13])=[N:11][CH:12]=2)[CH:6]=[CH:5][CH:4]=[CH:3][CH:2]=1.[CH3:14][C:15]1[CH:20]=[CH:19][C:18]([S:21](Cl)(=[O:23])=[O:22])=[CH:17][CH:16]=1.